From a dataset of Full USPTO retrosynthesis dataset with 1.9M reactions from patents (1976-2016). Predict the reactants needed to synthesize the given product. (1) Given the product [Br:1][C:2]1[CH:3]=[C:4]([NH:5][CH2:12][CH:11]([OH:13])[C:10]([F:15])([F:14])[F:9])[CH:6]=[CH:7][CH:8]=1, predict the reactants needed to synthesize it. The reactants are: [Br:1][C:2]1[CH:3]=[C:4]([CH:6]=[CH:7][CH:8]=1)[NH2:5].[F:9][C:10]([F:15])([F:14])[CH:11]1[O:13][CH2:12]1. (2) Given the product [NH2:1][C:4]1[CH:9]=[C:8]([NH2:10])[CH:7]=[CH:6][C:5]=1[CH2:13][CH2:14][CH2:15][CH2:16][CH2:17][O:18][C:19]1[CH:28]=[C:27]2[C:22]([CH:23]=[CH:24][C:25](=[O:29])[O:26]2)=[CH:21][CH:20]=1, predict the reactants needed to synthesize it. The reactants are: [N+:1]([C:4]1[CH:9]=[C:8]([N+:10]([O-])=O)[CH:7]=[CH:6][C:5]=1[CH2:13][CH2:14][CH2:15][CH2:16][CH2:17][O:18][C:19]1[CH:28]=[C:27]2[C:22]([CH:23]=[CH:24][C:25](=[O:29])[O:26]2)=[CH:21][CH:20]=1)([O-])=O.CCCCCC.